This data is from Peptide-MHC class II binding affinity with 134,281 pairs from IEDB. The task is: Regression. Given a peptide amino acid sequence and an MHC pseudo amino acid sequence, predict their binding affinity value. This is MHC class II binding data. (1) The peptide sequence is ILQITQYLDFLLL. The MHC is HLA-DQA10501-DQB10301 with pseudo-sequence HLA-DQA10501-DQB10301. The binding affinity (normalized) is 0.177. (2) The peptide sequence is SRCYSIYLSINGVLE. The MHC is DRB1_0404 with pseudo-sequence DRB1_0404. The binding affinity (normalized) is 0.586. (3) The peptide sequence is KFWELVDEERKLHQQ. The MHC is DRB4_0103 with pseudo-sequence DRB4_0103. The binding affinity (normalized) is 0.536.